Regression. Given a peptide amino acid sequence and an MHC pseudo amino acid sequence, predict their binding affinity value. This is MHC class I binding data. From a dataset of Peptide-MHC class I binding affinity with 185,985 pairs from IEDB/IMGT. (1) The peptide sequence is FLFDRLTNG. The MHC is HLA-A69:01 with pseudo-sequence HLA-A69:01. The binding affinity (normalized) is 0.0847. (2) The peptide sequence is IGHRYIEVF. The MHC is H-2-Dd with pseudo-sequence H-2-Dd. The binding affinity (normalized) is 0.272. (3) The peptide sequence is PASAWTLYAV. The MHC is HLA-B58:01 with pseudo-sequence HLA-B58:01. The binding affinity (normalized) is 0.394.